This data is from Peptide-MHC class I binding affinity with 185,985 pairs from IEDB/IMGT. The task is: Regression. Given a peptide amino acid sequence and an MHC pseudo amino acid sequence, predict their binding affinity value. This is MHC class I binding data. The peptide sequence is TTIEDILPK. The MHC is HLA-A02:01 with pseudo-sequence HLA-A02:01. The binding affinity (normalized) is 0.0847.